Predict the reactants needed to synthesize the given product. From a dataset of Full USPTO retrosynthesis dataset with 1.9M reactions from patents (1976-2016). (1) Given the product [C:53]([O:52][C:50](=[O:51])[N:13]([C@H:10]([CH2:11][OH:12])[C@@H:9]([O:8][CH2:1][C:2]1[CH:3]=[CH:4][CH:5]=[CH:6][CH:7]=1)[C@@H:25]([N:35]([CH2:43][C:44]1[CH:49]=[CH:48][CH:47]=[CH:46][CH:45]=1)[CH2:36][C:37]1[CH:42]=[CH:41][CH:40]=[CH:39][CH:38]=1)[CH2:26][C:27]1[CH:32]=[C:31]([F:33])[CH:30]=[C:29]([F:34])[CH:28]=1)[CH2:14][C@@H:15]([OH:24])[CH2:16][O:17][CH:18]1[CH2:23][CH2:22][CH2:21][CH2:20][CH2:19]1)([CH3:56])([CH3:55])[CH3:54], predict the reactants needed to synthesize it. The reactants are: [CH2:1]([O:8][C@@H:9]([C@@H:25]([N:35]([CH2:43][C:44]1[CH:49]=[CH:48][CH:47]=[CH:46][CH:45]=1)[CH2:36][C:37]1[CH:42]=[CH:41][CH:40]=[CH:39][CH:38]=1)[CH2:26][C:27]1[CH:32]=[C:31]([F:33])[CH:30]=[C:29]([F:34])[CH:28]=1)[C@H:10]([NH:13][CH2:14][C@@H:15]([OH:24])[CH2:16][O:17][CH:18]1[CH2:23][CH2:22][CH2:21][CH2:20][CH2:19]1)[CH2:11][OH:12])[C:2]1[CH:7]=[CH:6][CH:5]=[CH:4][CH:3]=1.[C:50](O[C:50]([O:52][C:53]([CH3:56])([CH3:55])[CH3:54])=[O:51])([O:52][C:53]([CH3:56])([CH3:55])[CH3:54])=[O:51].C(N(C(C)C)CC)(C)C. (2) Given the product [OH:8][C:9]1[C:10]([O:39][CH3:40])=[CH:11][C:12]2[CH2:21][CH2:20][N:19]3[CH:14]([CH2:15][C:16]4[C:25]([Cl:26])=[CH:24][C:23]([O:27][CH3:28])=[C:22]([O:29][C:30](=[O:37])[C:31]5[CH:32]=[CH:33][CH:34]=[CH:35][CH:36]=5)[C:17]=4[CH2:18]3)[C:13]=2[CH:38]=1, predict the reactants needed to synthesize it. The reactants are: C([O:8][C:9]1[C:10]([O:39][CH3:40])=[CH:11][C:12]2[CH2:21][CH2:20][N:19]3[CH:14]([CH2:15][C:16]4[C:25]([Cl:26])=[CH:24][C:23]([O:27][CH3:28])=[C:22]([O:29][C:30](=[O:37])[C:31]5[CH:36]=[CH:35][CH:34]=[CH:33][CH:32]=5)[C:17]=4[CH2:18]3)[C:13]=2[CH:38]=1)C1C=CC=CC=1. (3) Given the product [F:16][C:17]([F:19])([F:18])[C:2]1[CH:3]=[CH:4][C:5]2[C:10](=[CH:9][CH:8]=[C:7]([C:11]([OH:13])=[O:12])[CH:6]=2)[N:1]=1, predict the reactants needed to synthesize it. The reactants are: [N+:1]1([O-])[C:10]2[C:5](=[CH:6][C:7]([C:11]([O:13]C)=[O:12])=[CH:8][CH:9]=2)[CH:4]=[CH:3][CH:2]=1.[F:16][C:17]([Si](C)(C)C)([F:19])[F:18].CC(C)([O-])C.[K+]. (4) Given the product [CH3:15][O:14][N:13]=[C:11]1[CH2:10][C@@H:9]([C:16]([N:34]2[CH2:39][CH2:38][CH2:37][CH:36]([OH:40])[CH2:35]2)=[O:18])[N:8]([C:6](=[O:7])[C:28]2[CH:27]=[CH:26][C:25]([C:21]3[CH:20]=[N:19][CH:24]=[CH:23][CH:22]=3)=[CH:33][CH:32]=2)[CH2:12]1, predict the reactants needed to synthesize it. The reactants are: C(O[C:6]([N:8]1[CH2:12][C:11](=[N:13][O:14][CH3:15])[CH2:10][C@H:9]1[C:16]([OH:18])=O)=[O:7])(C)(C)C.[N:19]1[CH:24]=[CH:23][CH:22]=[C:21]([C:25]2[CH:33]=[CH:32][C:28](C(O)=O)=[CH:27][CH:26]=2)[CH:20]=1.[NH:34]1[CH2:39][CH2:38][CH2:37][CH:36]([OH:40])[CH2:35]1.